Predict the product of the given reaction. From a dataset of Forward reaction prediction with 1.9M reactions from USPTO patents (1976-2016). (1) Given the reactants [H-].[Na+].[Br:3][C:4]1[CH:15]=[CH:14][C:7]([CH2:8][O:9][CH2:10][C@H:11]([OH:13])[CH3:12])=[CH:6][CH:5]=1.[CH2:16](I)[CH3:17].[NH4+].[Cl-], predict the reaction product. The product is: [Br:3][C:4]1[CH:5]=[CH:6][C:7]([CH2:8][O:9][CH2:10][C@H:11]([O:13][CH2:16][CH3:17])[CH3:12])=[CH:14][CH:15]=1. (2) The product is: [C:12]([O:11][C:9](=[O:10])[N:23]([CH2:16][C:17]1[CH:22]=[CH:21][CH:20]=[CH:19][CH:18]=1)[CH2:24][CH2:25][OH:26])([CH3:13])([CH3:14])[CH3:15]. Given the reactants [C:9](O[C:9]([O:11][C:12]([CH3:15])([CH3:14])[CH3:13])=[O:10])([O:11][C:12]([CH3:15])([CH3:14])[CH3:13])=[O:10].[CH2:16]([NH:23][CH2:24][CH2:25][OH:26])[C:17]1[CH:22]=[CH:21][CH:20]=[CH:19][CH:18]=1, predict the reaction product. (3) Given the reactants [Cl:1][C:2]1[CH:24]=[CH:23][CH:22]=[C:21]([C:25]([F:28])([F:27])[F:26])[C:3]=1[C:4]([N:6]1[C:14]2[C:9](=[C:10]([F:15])[CH:11]=[CH:12][CH:13]=2)[C:8]([C:16]([O:18]CC)=[O:17])=[N:7]1)=[O:5].O[Li].O.Cl, predict the reaction product. The product is: [Cl:1][C:2]1[CH:24]=[CH:23][CH:22]=[C:21]([C:25]([F:26])([F:28])[F:27])[C:3]=1[C:4]([N:6]1[C:14]2[C:9](=[C:10]([F:15])[CH:11]=[CH:12][CH:13]=2)[C:8]([C:16]([OH:18])=[O:17])=[N:7]1)=[O:5]. (4) Given the reactants [CH2:1]1[C:9]2[C:4](=[CH:5][CH:6]=[CH:7][CH:8]=2)[CH2:3][CH:2]1[O:10][C:11]1[CH:12]=[C:13]([C:19]2[CH2:23][C@:22]([CH2:28][C:29](OC)=[O:30])([C:24](OC)=[O:25])[O:21][N:20]=2)[CH:14]=[CH:15][C:16]=1[O:17][CH3:18].[H-].[Al+3].[Li+].[H-].[H-].[H-], predict the reaction product. The product is: [CH2:1]1[C:9]2[C:4](=[CH:5][CH:6]=[CH:7][CH:8]=2)[CH2:3][CH:2]1[O:10][C:11]1[CH:12]=[C:13]([C:19]2[CH2:23][C@:22]([CH2:28][CH2:29][OH:30])([CH2:24][OH:25])[O:21][N:20]=2)[CH:14]=[CH:15][C:16]=1[O:17][CH3:18].